From a dataset of Forward reaction prediction with 1.9M reactions from USPTO patents (1976-2016). Predict the product of the given reaction. Given the reactants [CH3:1][O:2][C:3]1[C:8]([O:9][CH3:10])=[CH:7][CH:6]=[C:5]([N+:11]([O-])=O)[N:4]=1, predict the reaction product. The product is: [NH2:11][C:5]1[CH:6]=[CH:7][C:8]([O:9][CH3:10])=[C:3]([O:2][CH3:1])[N:4]=1.